From a dataset of Forward reaction prediction with 1.9M reactions from USPTO patents (1976-2016). Predict the product of the given reaction. (1) Given the reactants [O:1]=[C:2]1[C:10]2[C:5](=[CH:6][CH:7]=[CH:8][CH:9]=2)[C:4](=[O:11])[N:3]1[C@@H:12]([CH2:23][CH:24]([F:27])[CH2:25]I)[C:13]([O:15][CH2:16][C:17]1[CH:22]=[CH:21][CH:20]=[CH:19][CH:18]=1)=[O:14].[N-:28]=[N+:29]=[N-:30].[Na+], predict the reaction product. The product is: [N:28]([CH2:25][CH:24]([F:27])[CH2:23][C@H:12]([N:3]1[C:2](=[O:1])[C:10]2[C:5](=[CH:6][CH:7]=[CH:8][CH:9]=2)[C:4]1=[O:11])[C:13]([O:15][CH2:16][C:17]1[CH:22]=[CH:21][CH:20]=[CH:19][CH:18]=1)=[O:14])=[N+:29]=[N-:30]. (2) Given the reactants [C:1]([NH:4][C:5]1[N:10]=[CH:9][C:8]([NH:11][C:12](=[O:22])[C:13]2[C:18]([F:19])=[CH:17][CH:16]=[C:15]([NH2:20])[C:14]=2[F:21])=[CH:7][CH:6]=1)(=[O:3])[CH3:2].[CH2:23]([S:26](Cl)(=[O:28])=[O:27])[CH2:24][CH3:25], predict the reaction product. The product is: [C:1]([NH:4][C:5]1[N:10]=[CH:9][C:8]([NH:11][C:12](=[O:22])[C:13]2[C:18]([F:19])=[CH:17][CH:16]=[C:15]([NH:20][S:26]([CH2:23][CH2:24][CH3:25])(=[O:28])=[O:27])[C:14]=2[F:21])=[CH:7][CH:6]=1)(=[O:3])[CH3:2]. (3) Given the reactants [Cl:1][C:2]1[CH:8]=[C:7](Br)[C:6]([CH3:10])=[C:5]([F:11])[C:3]=1[NH2:4].[CH:12]1(B(O)O)[CH2:14][CH2:13]1.P([O-])([O-])([O-])=O.[K+].[K+].[K+].C1(P(C2CCCCC2)C2CCCCC2)CCCCC1, predict the reaction product. The product is: [Cl:1][C:2]1[CH:8]=[C:7]([CH:12]2[CH2:14][CH2:13]2)[C:6]([CH3:10])=[C:5]([F:11])[C:3]=1[NH2:4]. (4) Given the reactants [NH2:1][C:2]1[C:11]2[N:12]=[C:13]([CH2:39][CH2:40][O:41][CH3:42])[N:14]([CH2:15][CH2:16][CH2:17][N:18]([CH2:27][C:28]3[CH:29]=[C:30]([CH:36]=[CH:37][CH:38]=3)[O:31][CH2:32][C:33]([OH:35])=[O:34])[C:19](=[O:26])[CH2:20][N:21]([CH2:24][CH3:25])[CH2:22][CH3:23])[C:10]=2[C:9]2[CH:8]=[CH:7][CH:6]=[CH:5][C:4]=2[N:3]=1.C1(C)C=CC=CC=1.[O:50]1[CH2:55][CH2:54][CH:53](O)[CH2:52][CH2:51]1, predict the reaction product. The product is: [NH2:1][C:2]1[C:11]2[N:12]=[C:13]([CH2:39][CH2:40][O:41][CH3:42])[N:14]([CH2:15][CH2:16][CH2:17][N:18]([CH2:27][C:28]3[CH:29]=[C:30]([CH:36]=[CH:37][CH:38]=3)[O:31][CH2:32][C:33]([O:35][CH:53]3[CH2:54][CH2:55][O:50][CH2:51][CH2:52]3)=[O:34])[C:19](=[O:26])[CH2:20][N:21]([CH2:24][CH3:25])[CH2:22][CH3:23])[C:10]=2[C:9]2[CH:8]=[CH:7][CH:6]=[CH:5][C:4]=2[N:3]=1. (5) Given the reactants [Cl:1][C:2]1[CH:11]=[CH:10][C:9]2[C:4](=[CH:5][CH:6]=[C:7]([S:12]([OH:14])=[O:13])[CH:8]=2)[CH:3]=1.Br[CH2:16][CH2:17]Br.C(=O)([O-])[O-].[K+].[K+].C(OCC)(=O)C, predict the reaction product. The product is: [Cl:1][C:2]1[CH:11]=[CH:10][C:9]2[C:4](=[CH:5][CH:6]=[C:7]([S:12]([CH:16]=[CH2:17])(=[O:14])=[O:13])[CH:8]=2)[CH:3]=1. (6) Given the reactants [CH3:1][C:2]1[C:10]([S:11]([NH:14][CH3:15])(=[O:13])=[O:12])=[CH:9][CH:8]=[C:7]2[C:3]=1[CH2:4][C:5](=[O:16])[NH:6]2.[CH2:17]([O:19][C:20](=[O:33])[CH2:21][NH:22][C:23]([C:25]1[C:29]([CH3:30])=[C:28]([CH:31]=O)[NH:27][CH:26]=1)=[O:24])[CH3:18].N1CCCCC1, predict the reaction product. The product is: [CH2:17]([O:19][C:20](=[O:33])[CH2:21][NH:22][C:23]([C:25]1[C:29]([CH3:30])=[C:28]([CH:31]=[C:4]2[C:3]3[C:7](=[CH:8][CH:9]=[C:10]([S:11](=[O:12])(=[O:13])[NH:14][CH3:15])[C:2]=3[CH3:1])[NH:6][C:5]2=[O:16])[NH:27][CH:26]=1)=[O:24])[CH3:18].